From a dataset of Full USPTO retrosynthesis dataset with 1.9M reactions from patents (1976-2016). Predict the reactants needed to synthesize the given product. (1) Given the product [CH:1]([C:4]1[CH:12]=[C:7]2[CH:8]=[CH:9][CH:10]=[CH:11][N:6]2[N:5]=1)([CH3:3])[CH3:2].[CH:1]([C:4]1[C:12]([C:13](=[O:17])[CH:14]([CH3:16])[CH3:15])=[C:7]2[CH:8]=[CH:9][CH:10]=[CH:11][N:6]2[N:5]=1)([CH3:3])[CH3:2], predict the reactants needed to synthesize it. The reactants are: [CH:1]([C:4]1[C:12]([C:13](=[O:17])[CH:14]([CH3:16])[CH3:15])=[C:7]2[CH:8]=[CH:9][CH:10]=[CH:11][N:6]2[N:5]=1)([CH3:3])[CH3:2].C([O-])([O-])=O.[K+].[K+].O.[OH-].[Na+]. (2) The reactants are: [CH3:1][C:2]1([CH3:16])[C:6]([CH3:8])([CH3:7])[O:5][B:4]([C:9]2[CH:14]=[CH:13][C:12]([OH:15])=[CH:11][CH:10]=2)[O:3]1.C1(P(C2C=CC=CC=2)C2C=CC=CC=2)C=CC=CC=1.O[CH:37]1[CH2:42][CH2:41][CH2:40][N:39]([C:43]([O:45][C:46]([CH3:49])([CH3:48])[CH3:47])=[O:44])[CH2:38]1.N(/C(N1CCCCC1)=O)=N\C(N1CCCCC1)=O. Given the product [C:46]([O:45][C:43]([N:39]1[CH2:40][CH2:41][CH2:42][CH:37]([O:15][C:12]2[CH:13]=[CH:14][C:9]([B:4]3[O:3][C:2]([CH3:16])([CH3:1])[C:6]([CH3:7])([CH3:8])[O:5]3)=[CH:10][CH:11]=2)[CH2:38]1)=[O:44])([CH3:49])([CH3:47])[CH3:48], predict the reactants needed to synthesize it. (3) Given the product [F:17][C:15]1[CH:14]=[C:4]([CH:3]=[C:2]([F:1])[CH:16]=1)[C:5]([CH3:13])([CH3:12])[C@@H:6]([C:9]([NH:76][C@H:75]([C:74]([N:73]([C@@H:69]([CH:70]([CH3:71])[CH3:72])/[CH:68]=[C:62](\[CH3:61])/[C:63]([O:65][CH2:66][CH3:67])=[O:64])[CH3:82])=[O:81])[C:77]([CH3:79])([CH3:80])[CH3:78])=[O:11])[NH:7][CH3:8].[F:1][C:2]1[CH:3]=[C:4]([CH:14]=[C:15]([F:17])[CH:16]=1)[C:5]([CH3:13])([CH3:12])[C@H:6]([C:9]([NH:76][C@H:75]([C:74]([N:73]([C@@H:69]([CH:70]([CH3:72])[CH3:71])/[CH:68]=[C:62](\[CH3:61])/[C:63]([O:65][CH2:66][CH3:67])=[O:64])[CH3:82])=[O:81])[C:77]([CH3:79])([CH3:78])[CH3:80])=[O:10])[NH:7][CH3:8], predict the reactants needed to synthesize it. The reactants are: [F:1][C:2]1[CH:3]=[C:4]([CH:14]=[C:15]([F:17])[CH:16]=1)[C:5]([CH3:13])([CH3:12])[C@@H:6]([C:9]([OH:11])=[O:10])[NH:7][CH3:8].F[P-](F)(F)(F)(F)F.N1(O[P+](N2CCCC2)(N2CCCC2)N2CCCC2)C2C=CC=CC=2N=N1.C(N(C(C)C)CC)(C)C.Cl.[CH3:61]/[C:62](=[CH:68]\[C@@H:69]([N:73]([CH3:82])[C:74](=[O:81])[C@H:75]([C:77]([CH3:80])([CH3:79])[CH3:78])[NH2:76])[CH:70]([CH3:72])[CH3:71])/[C:63]([O:65][CH2:66][CH3:67])=[O:64]. (4) Given the product [NH2:27][S:24]([NH:23][CH2:22][CH2:21][NH:20][C:16]1[C:15]([C:10](=[N:11][OH:12])[NH:9][C:4]2[CH:5]=[CH:6][C:7]([F:8])=[C:2]([Cl:1])[CH:3]=2)=[N:19][O:18][N:17]=1)(=[O:25])=[O:26], predict the reactants needed to synthesize it. The reactants are: [Cl:1][C:2]1[CH:3]=[C:4]([N:9]2C(=O)[O:12][N:11]=[C:10]2[C:15]2[C:16]([NH:20][CH2:21][CH2:22][NH:23][S:24]([NH2:27])(=[O:26])=[O:25])=[N:17][O:18][N:19]=2)[CH:5]=[CH:6][C:7]=1[F:8].[OH-].[Na+]. (5) Given the product [O:27]=[C:21]([C:16]1[C:17]2=[C:20]3[C:9]([C:8]4[C:19]5[C:4](=[CH:3][CH:2]=[CH:1][C:18]2=5)[CH:5]=[CH:6][CH:7]=4)=[CH:10][CH:11]=[CH:12][C:13]3=[CH:14][CH:15]=1)[CH2:22][CH2:23][C:24]([OH:26])=[O:25], predict the reactants needed to synthesize it. The reactants are: [CH:1]1[C:18]2=[C:19]3[C:8]([C:9]4[C:20]5[C:13](=[CH:14][CH:15]=[CH:16][C:17]2=5)[CH:12]=[CH:11][CH:10]=4)=[CH:7][CH:6]=[CH:5][C:4]3=[CH:3][CH:2]=1.[C:21]1(=[O:27])[O:26][C:24](=[O:25])[CH2:23][CH2:22]1.[Cl-].[Al+3].[Cl-].[Cl-]. (6) Given the product [C:3]1([CH3:2])[CH:8]=[CH:7][CH:6]=[C:5]([NH:9][C:10](=[O:29])[NH:11][C:12]2[CH:13]=[CH:14][C:15]([C:18]3[CH:19]=[CH:44][N:43]([CH:46]4[CH2:47][CH2:48][CH:49]([C:52]([O:54][CH2:55][CH3:56])=[O:53])[CH2:50][CH2:51]4)[N:42]=3)=[CH:16][CH:17]=2)[CH:4]=1, predict the reactants needed to synthesize it. The reactants are: F[C:2](F)(F)[C:3]1[CH:4]=[C:5]([NH:9][C:10](=[O:29])[NH:11][C:12]2[CH:17]=[CH:16][C:15]([C:18]3SC(CCC(OC)=O)=N[CH:19]=3)=[CH:14][CH:13]=2)[CH:6]=[CH:7][CH:8]=1.[N+](C1C=CC(C2C=[CH:44][N:43]([CH:46]3[CH2:51][CH2:50][CH:49]([C:52]([O:54][CH2:55][CH3:56])=[O:53])[CH2:48][CH2:47]3)[N:42]=2)=CC=1)([O-])=O.N(C1C=CC=C(C)C=1)=C=O. (7) Given the product [C:20]([C:16]1[O:17][C:18]([CH3:19])=[C:14]([CH2:13][O:12][C:9]2[CH:10]=[CH:11][C:6]([CH2:5][C@H:4]([O:25][CH2:26][CH3:27])[C:3]([OH:28])=[O:2])=[C:7]([Cl:24])[CH:8]=2)[N:15]=1)([CH3:22])([CH3:23])[CH3:21], predict the reactants needed to synthesize it. The reactants are: C[O:2][C:3](=[O:28])[C@@H:4]([O:25][CH2:26][CH3:27])[CH2:5][C:6]1[CH:11]=[CH:10][C:9]([O:12][CH2:13][C:14]2[N:15]=[C:16]([C:20]([CH3:23])([CH3:22])[CH3:21])[O:17][C:18]=2[CH3:19])=[CH:8][C:7]=1[Cl:24].[Li+].[OH-].